Predict the reaction yield, written as a fraction of the theoretical maximum amount of product (1.0 means a 100% yield; for example, 0.34 means a 34% yield). From a dataset of Reaction yield outcomes from USPTO patents with 853,638 reactions. (1) The reactants are [O:1]=[CH:2][C:3]1[CH:11]=[CH:10][C:8]([OH:9])=[C:5]([O:6][CH3:7])[CH:4]=1.Cl[CH2:13][C:14]1[C:23]2[C:18](=[CH:19][CH:20]=[CH:21][CH:22]=2)[CH:17]=[CH:16][CH:15]=1.C(=O)([O-])[O-].[K+].[K+].O. The catalyst is CN(C=O)C. The product is [CH3:7][O:6][C:5]1[CH:4]=[C:3]([CH:11]=[CH:10][C:8]=1[O:9][CH2:13][C:14]1[C:23]2[C:18](=[CH:19][CH:20]=[CH:21][CH:22]=2)[CH:17]=[CH:16][CH:15]=1)[CH:2]=[O:1]. The yield is 0.880. (2) The reactants are [F:1][C:2]([F:7])([F:6])[C:3]([OH:5])=[O:4].[F:8][C:9]([F:14])([F:13])[C:10]([OH:12])=[O:11].FC(F)(F)C(O)=O.[Cl:22][C:23]1[CH:24]=[N:25][C:26]2[NH:27][C:28]3[CH:29]=[N:30][CH:31]=[C:32]([CH:54]=3)[CH2:33][CH2:34][C:35]3[CH:43]=[C:39]([NH:40][C:41]=1[N:42]=2)[CH:38]=[CH:37][C:36]=3[NH:44][C:45](=[O:53])[CH2:46][C@H:47]1[CH2:52][CH2:51][CH2:50][NH:49][CH2:48]1.[CH3:55][C:56]1[O:60][N:59]=[C:58]([C:61](Cl)=[O:62])[CH:57]=1. No catalyst specified. The product is [F:1][C:2]([F:7])([F:6])[C:3]([OH:5])=[O:4].[F:8][C:9]([F:14])([F:13])[C:10]([OH:12])=[O:11].[Cl:22][C:23]1[CH:24]=[N:25][C:26]2[NH:27][C:28]3[CH:29]=[N:30][CH:31]=[C:32]([CH:54]=3)[CH2:33][CH2:34][C:35]3[CH:43]=[C:39]([NH:40][C:41]=1[N:42]=2)[CH:38]=[CH:37][C:36]=3[NH:44][C:45](=[O:53])[CH2:46][C@H:47]1[CH2:52][CH2:51][CH2:50][N:49]([C:61]([C:58]2[CH:57]=[C:56]([CH3:55])[O:60][N:59]=2)=[O:62])[CH2:48]1. The yield is 0.600. (3) The reactants are [Br:1][C:2]1[C:3]([O:18][C:19]2[C:24]([CH3:25])=[CH:23][C:22]([C:26]#[N:27])=[CH:21][C:20]=2[CH3:28])=[N:4][C:5]([NH:9][C:10]2[CH:17]=[CH:16][C:13]([C:14]#[N:15])=[CH:12][CH:11]=2)=[N:6][C:7]=1[Cl:8].O1CCCC1.[N:34]1([CH2:39][CH2:40][NH2:41])[CH2:38][CH2:37][CH2:36][CH2:35]1.Cl.C(OCC)C. The catalyst is CC#N.C(Cl)Cl. The product is [ClH:8].[Br:1][C:2]1[C:3]([O:18][C:19]2[C:24]([CH3:25])=[CH:23][C:22]([C:26]#[N:27])=[CH:21][C:20]=2[CH3:28])=[N:4][C:5]([NH:9][C:10]2[CH:17]=[CH:16][C:13]([C:14]#[N:15])=[CH:12][CH:11]=2)=[N:6][C:7]=1[NH:41][CH2:40][CH2:39][N:34]1[CH2:38][CH2:37][CH2:36][CH2:35]1. The yield is 0.506. (4) The reactants are C[O-].[Na+].[F:4][C:5]1[CH:10]=[CH:9][C:8]([C:11]2[O:12][C:13]3[CH:23]=[CH:22][C:21]([C:24]4[CH:25]=[C:26]([CH:31]=[CH:32][CH:33]=4)[C:27](OC)=[O:28])=[CH:20][C:14]=3[C:15]=2[C:16](=[O:19])[NH:17][CH3:18])=[CH:7][CH:6]=1.O/[N:35]=[C:36](\[NH2:43])/[C:37]1[CH:42]=[CH:41][CH:40]=[CH:39][CH:38]=1. The catalyst is CCO. The product is [F:4][C:5]1[CH:6]=[CH:7][C:8]([C:11]2[O:12][C:13]3[CH:23]=[CH:22][C:21]([C:24]4[CH:33]=[CH:32][CH:31]=[C:26]([C:27]5[O:28][N:43]=[C:36]([C:37]6[CH:42]=[CH:41][CH:40]=[CH:39][CH:38]=6)[N:35]=5)[CH:25]=4)=[CH:20][C:14]=3[C:15]=2[C:16]([NH:17][CH3:18])=[O:19])=[CH:9][CH:10]=1. The yield is 0.140.